Dataset: Full USPTO retrosynthesis dataset with 1.9M reactions from patents (1976-2016). Task: Predict the reactants needed to synthesize the given product. (1) Given the product [Br:16][C:17]1[C:22]([Si:23]([CH3:24])([CH3:25])[CH3:26])=[C:21]([F:27])[C:20]([F:28])=[C:19]([CH:18]=1)[C:29]([OH:31])=[O:30], predict the reactants needed to synthesize it. The reactants are: [Li]CCCC.CC1(C)CCCC(C)(C)N1.[Br:16][C:17]1[C:22]([Si:23]([CH3:26])([CH3:25])[CH3:24])=[C:21]([F:27])[C:20]([F:28])=[CH:19][CH:18]=1.[C:29](=[O:31])=[O:30]. (2) Given the product [C:1]1([S:7]([N:10]2[CH2:15][CH2:14][O:13][C:12]3[N:16]=[CH:17][C:18]([C:20]([OH:22])=[O:21])=[CH:19][C:11]2=3)(=[O:8])=[O:9])[CH:2]=[CH:3][CH:4]=[CH:5][CH:6]=1, predict the reactants needed to synthesize it. The reactants are: [C:1]1([S:7]([N:10]2[CH2:15][CH2:14][O:13][C:12]3[N:16]=[CH:17][C:18]([C:20]([O:22]C)=[O:21])=[CH:19][C:11]2=3)(=[O:9])=[O:8])[CH:6]=[CH:5][CH:4]=[CH:3][CH:2]=1.CO.O.[OH-].[Li+]. (3) The reactants are: [C:1]([C:5]1[CH:6]=[C:7]([CH:10]=[CH:11][C:12]=1[F:13])[CH2:8]Br)([CH3:4])([CH3:3])[CH3:2].[I-:14].[Na+].O. Given the product [C:1]([C:5]1[CH:6]=[C:7]([CH:10]=[CH:11][C:12]=1[F:13])[CH2:8][I:14])([CH3:4])([CH3:3])[CH3:2], predict the reactants needed to synthesize it.